This data is from Reaction yield outcomes from USPTO patents with 853,638 reactions. The task is: Predict the reaction yield, written as a fraction of the theoretical maximum amount of product (1.0 means a 100% yield; for example, 0.34 means a 34% yield). (1) The reactants are [CH3:1][O:2][C:3]1[CH:8]=[CH:7][N:6]=[C:5]2[NH:9][CH:10]=[C:11]([CH:12]([C:17]3[CH:22]=[CH:21][CH:20]=[CH:19][CH:18]=3)[CH2:13][C:14]([OH:16])=O)[C:4]=12.C1C[N:26]([P+](ON2N=NC3C=CC=CC2=3)(N2CCCC2)N2CCCC2)[CH2:25]C1.F[P-](F)(F)(F)(F)F.CN. The catalyst is C(Cl)Cl. The product is [CH3:1][O:2][C:3]1[CH:8]=[CH:7][N:6]=[C:5]2[NH:9][CH:10]=[C:11]([CH:12]([C:17]3[CH:22]=[CH:21][CH:20]=[CH:19][CH:18]=3)[CH2:13][C:14]([NH:26][CH3:25])=[O:16])[C:4]=12. The yield is 0.720. (2) The reactants are [Cl:1][C:2]([Cl:24])([Cl:23])[CH2:3][O:4][C:5](=[O:22])[C:6]1[CH:11]=[CH:10][CH:9]=[CH:8][C:7]=1[CH2:12][S:13][C:14]1[CH:19]=[CH:18][C:17]([CH2:20][OH:21])=[CH:16][CH:15]=1.[F:25][C:26]([F:38])([F:37])[C:27]1[CH:32]=[CH:31][C:30]([CH2:33][C:34](O)=[O:35])=[CH:29][CH:28]=1.Cl. The catalyst is CN(C1C=CN=CC=1)C.C(Cl)Cl.C(Cl)CCl. The product is [Cl:24][C:2]([Cl:1])([Cl:23])[CH2:3][O:4][C:5](=[O:22])[C:6]1[CH:11]=[CH:10][CH:9]=[CH:8][C:7]=1[CH2:12][S:13][C:14]1[CH:19]=[CH:18][C:17]([CH2:20][O:21][C:34](=[O:35])[CH2:33][C:30]2[CH:29]=[CH:28][C:27]([C:26]([F:37])([F:25])[F:38])=[CH:32][CH:31]=2)=[CH:16][CH:15]=1. The yield is 1.00. (3) The reactants are [N+:1]([C:4]1[CH:22]=[CH:21][C:7]([CH2:8][C@@H:9]([C:18]([OH:20])=[O:19])[NH:10][C:11]([O:13][C:14]([CH3:17])([CH3:16])[CH3:15])=[O:12])=[CH:6][CH:5]=1)([O-:3])=[O:2].[C:23](=O)([O-])[O-].[Na+].[Na+].CI. The catalyst is CN(C=O)C. The product is [CH3:23][O:19][C:18](=[O:20])[C@H:9]([CH2:8][C:7]1[CH:21]=[CH:22][C:4]([N+:1]([O-:3])=[O:2])=[CH:5][CH:6]=1)[NH:10][C:11]([O:13][C:14]([CH3:17])([CH3:16])[CH3:15])=[O:12]. The yield is 0.980. (4) The reactants are [CH3:1][O:2][CH:3]([O:19][CH3:20])[C@@:4]1([CH3:18])[C@@H:9]2[O:10][C@@H:8]2[C:7]2[CH:11]=[C:12]([N+:15]([O-:17])=[O:16])[CH:13]=[CH:14][C:6]=2[O:5]1.[CH:21]([C:24]1[CH:29]=[CH:28][CH:27]=[CH:26][C:25]=1[NH:30][CH2:31][C:32]1[NH:33][CH:34]=[CH:35][N:36]=1)([CH3:23])[CH3:22]. No catalyst specified. The product is [CH3:1][O:2][CH:3]([O:19][CH3:20])[C@@:4]1([CH3:18])[C@H:9]([OH:10])[C@@H:8]([N:30]([C:25]2[CH:26]=[CH:27][CH:28]=[CH:29][C:24]=2[CH:21]([CH3:23])[CH3:22])[CH2:31][C:32]2[NH:36][CH:35]=[CH:34][N:33]=2)[C:7]2[CH:11]=[C:12]([N+:15]([O-:17])=[O:16])[CH:13]=[CH:14][C:6]=2[O:5]1. The yield is 0.420. (5) The reactants are [CH3:1][C:2]([O:5][C:6]([N:8]1[CH2:13][CH2:12][CH:11]([OH:14])[CH:10]([N:15]=[N+]=[N-])[CH2:9]1)=[O:7])([CH3:4])[CH3:3]. The catalyst is CCO.[Pd]. The product is [CH3:4][C:2]([O:5][C:6]([N:8]1[CH2:13][CH2:12][CH:11]([OH:14])[CH:10]([NH2:15])[CH2:9]1)=[O:7])([CH3:1])[CH3:3]. The yield is 1.00. (6) The reactants are [F:1][C:2]([F:36])([F:35])[C:3]1[CH:4]=[C:5]([CH:28]=[C:29]([C:31]([F:34])([F:33])[F:32])[CH:30]=1)[CH2:6][N:7]1[CH2:14][CH2:13][CH2:12][O:11][C:10]2[N:15]=[C:16](Cl)[CH:17]=[C:18]([C:19]3[CH:24]=[CH:23][CH:22]=[CH:21][C:20]=3[CH3:25])[C:9]=2[C:8]1=[O:27].[N:37]1([CH:42]2[CH2:47][CH2:46][NH:45][CH2:44][CH2:43]2)[CH2:41][CH2:40][CH2:39][CH2:38]1. No catalyst specified. The product is [F:1][C:2]([F:36])([F:35])[C:3]1[CH:4]=[C:5]([CH:28]=[C:29]([C:31]([F:34])([F:33])[F:32])[CH:30]=1)[CH2:6][N:7]1[CH2:14][CH2:13][CH2:12][O:11][C:10]2[N:15]=[C:16]([N:45]3[CH2:46][CH2:47][CH:42]([N:37]4[CH2:41][CH2:40][CH2:39][CH2:38]4)[CH2:43][CH2:44]3)[CH:17]=[C:18]([C:19]3[CH:24]=[CH:23][CH:22]=[CH:21][C:20]=3[CH3:25])[C:9]=2[C:8]1=[O:27]. The yield is 0.480. (7) The reactants are [Br:1]N1C(=O)CCC1=O.[Cl:9][C:10]1[C:16]([CH3:17])=[CH:15][C:13]([NH2:14])=[C:12]([O:18][CH3:19])[CH:11]=1. The catalyst is C(#N)C. The product is [Br:1][C:15]1[C:16]([CH3:17])=[C:10]([Cl:9])[CH:11]=[C:12]([O:18][CH3:19])[C:13]=1[NH2:14]. The yield is 0.620.